Regression. Given a peptide amino acid sequence and an MHC pseudo amino acid sequence, predict their binding affinity value. This is MHC class II binding data. From a dataset of Peptide-MHC class II binding affinity with 134,281 pairs from IEDB. (1) The peptide sequence is YLVDGNGRFVFTDITLPNIA. The MHC is DRB1_0401 with pseudo-sequence DRB1_0401. The binding affinity (normalized) is 1.00. (2) The peptide sequence is AAVKAGAALLDGGNM. The MHC is H-2-IAb with pseudo-sequence H-2-IAb. The binding affinity (normalized) is 0.210. (3) The peptide sequence is GRKRPIVRILRRVHH. The MHC is DRB1_1101 with pseudo-sequence DRB1_1101. The binding affinity (normalized) is 0.614. (4) The peptide sequence is DINASFRAAMATTAN. The MHC is DRB5_0101 with pseudo-sequence DRB5_0101. The binding affinity (normalized) is 0.563.